From a dataset of Catalyst prediction with 721,799 reactions and 888 catalyst types from USPTO. Predict which catalyst facilitates the given reaction. (1) Product: [CH2:3]([N:10]1[CH2:11][CH2:12][C:13]([CH2:17][O:18][C:20]2[CH:27]=[CH:26][C:23]([C:24]#[N:25])=[CH:22][CH:21]=2)([OH:16])[CH2:14][CH2:15]1)[C:4]1[CH:5]=[CH:6][CH:7]=[CH:8][CH:9]=1. The catalyst class is: 9. Reactant: [H-].[Na+].[CH2:3]([N:10]1[CH2:15][CH2:14][C:13]([CH2:17][OH:18])([OH:16])[CH2:12][CH2:11]1)[C:4]1[CH:9]=[CH:8][CH:7]=[CH:6][CH:5]=1.F[C:20]1[CH:27]=[CH:26][C:23]([C:24]#[N:25])=[CH:22][CH:21]=1.O. (2) Reactant: Br[CH:2]([CH3:8])[C:3]([O:5][CH2:6][CH3:7])=[O:4].[Cl:9][C:10]1[CH:17]=[CH:16][C:13]([CH2:14][NH2:15])=[CH:12][CH:11]=1.C(N(CC)CC)C. Product: [CH2:6]([O:5][C:3](=[O:4])[C@H:2]([CH3:8])[NH:15][CH2:14][C:13]1[CH:16]=[CH:17][C:10]([Cl:9])=[CH:11][CH:12]=1)[CH3:7]. The catalyst class is: 11. (3) Reactant: [CH2:1]([O:3][C:4]1[C:13]2[C:8](=[CH:9][CH:10]=[C:11]([CH:14]=O)[CH:12]=2)[N:7]=[CH:6][C:5]=1[C:16]#[N:17])[CH3:2].[C:18]1([C@@H:24]2[CH2:26][C@H:25]2[NH:27][C:28]2[S:29][CH2:30][C:31](=[O:33])[N:32]=2)[CH:23]=[CH:22][CH:21]=[CH:20][CH:19]=1.N1CCCCC1. Product: [CH2:1]([O:3][C:4]1[C:13]2[C:8](=[CH:9][CH:10]=[C:11](/[CH:14]=[C:30]3/[C:31](=[O:33])[N:32]=[C:28]([NH:27][C@@H:25]4[CH2:26][C@H:24]4[C:18]4[CH:19]=[CH:20][CH:21]=[CH:22][CH:23]=4)[S:29]/3)[CH:12]=2)[N:7]=[CH:6][C:5]=1[C:16]#[N:17])[CH3:2]. The catalyst class is: 11. (4) Reactant: [Br:1]N1C(=O)CCC1=O.[Cl:9][C:10]1[CH:11]=[CH:12][C:13]2[N:14]([N:20]=[C:21]([C:23]3[CH:28]=[CH:27][CH:26]=[CH:25][CH:24]=3)[CH:22]=2)[C:15]=1[Si:16]([CH3:19])([CH3:18])[CH3:17].C(=O)(O)[O-].[Na+]. Product: [Br:1][C:22]1[C:21]([C:23]2[CH:28]=[CH:27][CH:26]=[CH:25][CH:24]=2)=[N:20][N:14]2[C:15]([Si:16]([CH3:19])([CH3:18])[CH3:17])=[C:10]([Cl:9])[CH:11]=[CH:12][C:13]=12. The catalyst class is: 10. (5) Reactant: [Cl:1][C:2]1[CH:3]=[C:4]([CH:33]=[CH:34][C:35]=1[Cl:36])[CH2:5][N:6]1[CH2:11][CH2:10][CH:9]([NH:12][C:13](=[O:32])[CH2:14][S:15][C:16]2[S:17][CH:18]=[C:19]([C:21]3[CH:26]=[CH:25][CH:24]=[C:23]([N:27]=[CH:28][N:29](C)C)[CH:22]=3)[N:20]=2)[CH2:8][CH2:7]1.Cl.[OH:38]N. Product: [Cl:1][C:2]1[CH:3]=[C:4]([CH:33]=[CH:34][C:35]=1[Cl:36])[CH2:5][N:6]1[CH2:11][CH2:10][CH:9]([NH:12][C:13](=[O:32])[CH2:14][S:15][C:16]2[S:17][CH:18]=[C:19]([C:21]3[CH:26]=[CH:25][CH:24]=[C:23]([NH:27][CH:28]=[N:29][OH:38])[CH:22]=3)[N:20]=2)[CH2:8][CH2:7]1. The catalyst class is: 5.